Dataset: Forward reaction prediction with 1.9M reactions from USPTO patents (1976-2016). Task: Predict the product of the given reaction. (1) Given the reactants CN(C)C=O.[OH:6][C:7]1[CH:15]=[CH:14][C:10]2[CH:11]=[CH:12][S:13][C:9]=2[CH:8]=1.CS(O[CH2:21][CH:22]1[CH2:26][O:25][C:24]([CH3:28])([CH3:27])[O:23]1)(=O)=O.C([O-])([O-])=O.[Cs+].[Cs+], predict the reaction product. The product is: [CH3:27][C:24]1([CH3:28])[O:23][CH:22]([CH2:21][O:6][C:7]2[CH:15]=[CH:14][C:10]3[CH:11]=[CH:12][S:13][C:9]=3[CH:8]=2)[CH2:26][O:25]1. (2) Given the reactants [CH2:1]([O:3][C:4]([C:6]1[C:15](=[O:16])[C:14]2[C:9](=[C:10]([F:19])[C:11](F)=[C:12]([F:17])[CH:13]=2)[N:8]([CH:20]2[CH2:22][CH2:21]2)[CH:7]=1)=[O:5])[CH3:2].[CH3:23]N1C=CN(C)C1=O.[C:31]([O-:34])(O)=O.[Na+].CC[N:38]([CH:42]([CH3:44])C)[CH:39]([CH3:41])C, predict the reaction product. The product is: [CH2:1]([O:3][C:4]([C:6]1[C:15](=[O:16])[C:14]2[C:9](=[C:10]([F:19])[C:11]([N:38]3[CH2:39][C:41](=[CH2:23])[CH2:44][C@H:42]3[CH2:31][OH:34])=[C:12]([F:17])[CH:13]=2)[N:8]([CH:20]2[CH2:22][CH2:21]2)[CH:7]=1)=[O:5])[CH3:2]. (3) Given the reactants [NH2:1][C:2]1[N:3]=[CH:4][S:5][C:6]=1[C:7]([O:9][CH3:10])=[O:8].CCN(CC)CC.[I:18][C:19]1[CH:24]=[CH:23][CH:22]=[CH:21][C:20]=1[CH2:25][S:26](Cl)(=[O:28])=[O:27].O, predict the reaction product. The product is: [I:18][C:19]1[CH:24]=[CH:23][CH:22]=[CH:21][C:20]=1[CH2:25][S:26]([NH:1][C:2]1[N:3]=[CH:4][S:5][C:6]=1[C:7]([O:9][CH3:10])=[O:8])(=[O:28])=[O:27]. (4) Given the reactants C(OC(=O)[NH:5][C:6]1[N:20]([CH2:21][C:22]2[CH:27]=[CH:26][C:25]([O:28][CH:29]([CH:38]3[CH2:40][CH2:39]3)[C:30]3[CH:31]=[N:32][C:33]([O:36][CH3:37])=[CH:34][CH:35]=3)=[C:24]([O:41][CH3:42])[CH:23]=2)[C:9]2=[N:10][CH:11]=[C:12]([C:14]3[CH:15]=[N:16][N:17]([CH3:19])[CH:18]=3)[CH:13]=[C:8]2[N:7]=1)C.[OH-].[K+], predict the reaction product. The product is: [CH:38]1([CH:29]([C:30]2[CH:31]=[N:32][C:33]([O:36][CH3:37])=[CH:34][CH:35]=2)[O:28][C:25]2[CH:26]=[CH:27][C:22]([CH2:21][N:20]3[C:9]4=[N:10][CH:11]=[C:12]([C:14]5[CH:15]=[N:16][N:17]([CH3:19])[CH:18]=5)[CH:13]=[C:8]4[N:7]=[C:6]3[NH2:5])=[CH:23][C:24]=2[O:41][CH3:42])[CH2:40][CH2:39]1. (5) Given the reactants [CH2:1]([C:8]1[C:9](Cl)=[N:10][C:11]2[C:16]([C:17]=1[Cl:18])=[CH:15][C:14]([C:19]([C:31]1[N:35]([CH3:36])[CH:34]=[N:33][CH:32]=1)([C:21]1[CH:22]=[N:23][C:24]([C:27]([F:30])([F:29])[F:28])=[CH:25][CH:26]=1)[OH:20])=[CH:13][CH:12]=2)[C:2]1[CH:7]=[CH:6][CH:5]=[CH:4][CH:3]=1.[C:38]([OH:44])([C:40]([F:43])([F:42])[F:41])=[O:39].[CH3:45][N:46]1[CH:50]=[C:49](B2OC(C)(C)C(C)(C)O2)[CH:48]=[N:47]1.C([O-])([O-])=O.[K+].[K+].O1CCOCC1, predict the reaction product. The product is: [CH2:1]([C:8]1[C:9]([C:49]2[CH:48]=[N:47][N:46]([CH3:45])[CH:50]=2)=[N:10][C:11]2[C:16]([C:17]=1[Cl:18])=[CH:15][C:14]([C:19]([C:31]1[N:35]([CH3:36])[CH:34]=[N:33][CH:32]=1)([C:21]1[CH:22]=[N:23][C:24]([C:27]([F:30])([F:28])[F:29])=[CH:25][CH:26]=1)[OH:20])=[CH:13][CH:12]=2)[C:2]1[CH:7]=[CH:6][CH:5]=[CH:4][CH:3]=1.[C:38]([OH:44])([C:40]([F:43])([F:42])[F:41])=[O:39]. (6) The product is: [CH3:1][O:2][C:3]([C:4]1[N:23]=[C:22]([CH:19]2[CH2:21][CH2:20]2)[S:24][C:5]=1[C:6]1[CH:11]=[CH:10][CH:9]=[C:8]([C:12]([F:15])([F:14])[F:13])[CH:7]=1)=[O:18]. Given the reactants [CH3:1][O:2][C:3](=[O:18])[C:4](=O)[CH:5](Cl)[C:6]1[CH:11]=[CH:10][CH:9]=[C:8]([C:12]([F:15])([F:14])[F:13])[CH:7]=1.[CH:19]1([C:22](=[S:24])[NH2:23])[CH2:21][CH2:20]1, predict the reaction product. (7) Given the reactants [NH2:1][C:2]1[N:7]=[CH:6][C:5]([C:8]2[N:15]3[C:11]([S:12][C:13]([C:16]4[CH:21]=[CH:20][C:19]([OH:22])=[C:18]([O:23][CH3:24])[CH:17]=4)=[N:14]3)=[N:10][C:9]=2[CH3:25])=[CH:4][C:3]=1[C:26]([F:29])([F:28])[F:27].Cl[CH2:31][C:32]([N:34]([CH3:36])[CH3:35])=[O:33].C([O-])([O-])=O.[K+].[K+], predict the reaction product. The product is: [NH2:1][C:2]1[N:7]=[CH:6][C:5]([C:8]2[N:15]3[C:11]([S:12][C:13]([C:16]4[CH:21]=[CH:20][C:19]([O:22][CH2:31][C:32]([N:34]([CH3:36])[CH3:35])=[O:33])=[C:18]([O:23][CH3:24])[CH:17]=4)=[N:14]3)=[N:10][C:9]=2[CH3:25])=[CH:4][C:3]=1[C:26]([F:28])([F:27])[F:29]. (8) Given the reactants [C:1]([C:3]1[CH:4]=[C:5]([S:9]([NH:12][C:13]2[CH:14]=[CH:15][C:16]3[CH2:20][O:19][B:18]([OH:21])[C:17]=3[CH:22]=2)(=[O:11])=[O:10])[CH:6]=[CH:7][CH:8]=1)#[N:2].N, predict the reaction product. The product is: [NH2:2][CH2:1][C:3]1[CH:4]=[C:5]([S:9]([NH:12][C:13]2[CH:14]=[CH:15][C:16]3[CH2:20][O:19][B:18]([OH:21])[C:17]=3[CH:22]=2)(=[O:10])=[O:11])[CH:6]=[CH:7][CH:8]=1.